Predict the product of the given reaction. From a dataset of Forward reaction prediction with 1.9M reactions from USPTO patents (1976-2016). (1) Given the reactants Br[CH2:2][CH2:3][O:4][CH3:5].[Cl:6][C:7]1[CH:8]=[C:9]([OH:30])[C:10]2[N:11]([N:14]=[C:15]([CH2:17][CH2:18][C:19]3[N:23]([CH3:24])[N:22]=[C:21]([N:25]4[CH2:29][CH2:28][CH2:27][CH2:26]4)[N:20]=3)[N:16]=2)[C:12]=1[CH3:13].C([O-])([O-])=O.[K+].[K+], predict the reaction product. The product is: [Cl:6][C:7]1[CH:8]=[C:9]([O:30][CH2:2][CH2:3][O:4][CH3:5])[C:10]2[N:11]([N:14]=[C:15]([CH2:17][CH2:18][C:19]3[N:23]([CH3:24])[N:22]=[C:21]([N:25]4[CH2:29][CH2:28][CH2:27][CH2:26]4)[N:20]=3)[N:16]=2)[C:12]=1[CH3:13]. (2) The product is: [CH:1]1([N:5]2[CH2:11][CH2:10][C:9]3[CH:12]=[CH:13][C:14]([CH:16]4[CH2:17][CH2:18][N:19]([C:22]5[N:23]=[CH:24][C:25]([C:28]([OH:30])=[O:29])=[N:26][CH:27]=5)[CH2:20][CH2:21]4)=[CH:15][C:8]=3[CH2:7][CH2:6]2)[CH2:2][CH2:3][CH2:4]1. Given the reactants [CH:1]1([N:5]2[CH2:11][CH2:10][C:9]3[CH:12]=[CH:13][C:14]([CH:16]4[CH2:21][CH2:20][N:19]([C:22]5[N:23]=[CH:24][C:25]([C:28]([O:30]C)=[O:29])=[N:26][CH:27]=5)[CH2:18][CH2:17]4)=[CH:15][C:8]=3[CH2:7][CH2:6]2)[CH2:4][CH2:3][CH2:2]1.Cl, predict the reaction product.